From a dataset of Catalyst prediction with 721,799 reactions and 888 catalyst types from USPTO. Predict which catalyst facilitates the given reaction. (1) Reactant: [C:1]([O:5][C:6]([N:8]1[CH2:13][CH2:12][CH2:11][C@@H:10]([C:14](=[O:29])[C:15]2[CH:20]=[CH:19][CH:18]=[CH:17][C:16]=2[O:21][C:22]2[CH:27]=[CH:26][CH:25]=[C:24]([F:28])[CH:23]=2)[CH2:9]1)=[O:7])([CH3:4])([CH3:3])[CH3:2].[CH3:30][O:31][CH2:32][CH2:33][CH2:34][CH2:35][Mg]Cl. Product: [F:28][C:24]1[CH:23]=[C:22]([CH:27]=[CH:26][CH:25]=1)[O:21][C:16]1[CH:17]=[CH:18][CH:19]=[CH:20][C:15]=1[C:14]([C@@H:10]1[CH2:11][CH2:12][CH2:13][N:8]([C:6]([O:5][C:1]([CH3:4])([CH3:2])[CH3:3])=[O:7])[CH2:9]1)([OH:29])[CH2:35][CH2:34][CH2:33][CH2:32][O:31][CH3:30]. The catalyst class is: 1. (2) Reactant: [CH2:1]([O:8][C:9]1[C:10]([C:16]([OH:18])=O)=[N:11][C:12]([Br:15])=[CH:13][CH:14]=1)[C:2]1[CH:7]=[CH:6][CH:5]=[CH:4][CH:3]=1.CN(C(ON1N=N[C:29]2[CH:30]=[CH:31][CH:32]=[N:33][C:28]1=2)=[N+](C)C)C.F[P-](F)(F)(F)(F)F.[C:43]1(N)C=CC=C[CH:44]=1. Product: [CH2:32]([NH:33][C:16](=[O:18])[C:10]1[C:9]([O:8][CH2:1][C:2]2[CH:3]=[CH:4][CH:5]=[CH:6][CH:7]=2)=[CH:14][CH:13]=[C:12]([Br:15])[N:11]=1)[C:31]1[CH:44]=[CH:43][CH:28]=[CH:29][CH:30]=1. The catalyst class is: 3.